From a dataset of Catalyst prediction with 721,799 reactions and 888 catalyst types from USPTO. Predict which catalyst facilitates the given reaction. (1) Reactant: [CH3:1][N:2]([C@@H:10]([CH3:39])[C:11]([NH:13][C@H:14]([C:18]([N:20]1[CH2:25][CH2:24][NH:23][CH2:22][C@H:21]1[C:26]([NH:28][C@H:29]1[C:38]2[C:33](=[CH:34][CH:35]=[CH:36][CH:37]=2)[CH2:32][CH2:31][CH2:30]1)=[O:27])=[O:19])[CH:15]([CH3:17])[CH3:16])=[O:12])[C:3](=[O:9])[O:4][C:5]([CH3:8])([CH3:7])[CH3:6].CCN(C(C)C)C(C)C.[C:49]1([S:55](Cl)(=[O:57])=[O:56])[CH:54]=[CH:53][CH:52]=[CH:51][CH:50]=1. Product: [CH3:1][N:2]([C@@H:10]([CH3:39])[C:11]([NH:13][C@H:14]([C:18]([N:20]1[CH2:25][CH2:24][N:23]([S:55]([C:49]2[CH:54]=[CH:53][CH:52]=[CH:51][CH:50]=2)(=[O:57])=[O:56])[CH2:22][C@H:21]1[C:26]([NH:28][C@H:29]1[C:38]2[C:33](=[CH:34][CH:35]=[CH:36][CH:37]=2)[CH2:32][CH2:31][CH2:30]1)=[O:27])=[O:19])[CH:15]([CH3:17])[CH3:16])=[O:12])[C:3](=[O:9])[O:4][C:5]([CH3:7])([CH3:8])[CH3:6]. The catalyst class is: 2. (2) Reactant: [Cl:1][C:2]1[CH:7]=[C:6]([C:8]#[N:9])[C:5]([O:10][CH3:11])=[CH:4][C:3]=1[CH2:12][C:13](OC)=[O:14].[BH4-].[Li+]. Product: [Cl:1][C:2]1[CH:7]=[C:6]([C:8]#[N:9])[C:5]([O:10][CH3:11])=[CH:4][C:3]=1[CH2:12][CH2:13][OH:14]. The catalyst class is: 116. (3) Reactant: Br[C:2]1[CH:3]=[CH:4][C:5]([O:8][CH3:9])=[N:6][CH:7]=1.C([Li])CCC.[C:15]([N:22]1[CH2:26][CH2:25][C:24](=[O:27])[CH2:23]1)([O:17][C:18]([CH3:21])([CH3:20])[CH3:19])=[O:16]. Product: [OH:27][C:24]1([C:2]2[CH:7]=[N:6][C:5]([O:8][CH3:9])=[CH:4][CH:3]=2)[CH2:25][CH2:26][N:22]([C:15]([O:17][C:18]([CH3:21])([CH3:20])[CH3:19])=[O:16])[CH2:23]1. The catalyst class is: 28. (4) Reactant: [CH2:1]([NH:8][C:9](=O)[CH2:10][CH:11]([C:18]1[CH:23]=[CH:22][CH:21]=[CH:20][CH:19]=1)[C:12]1[CH:17]=[CH:16][CH:15]=[CH:14][CH:13]=1)[C:2]1[CH:7]=[CH:6][CH:5]=[CH:4][CH:3]=1.B.C1COCC1.Cl.[OH-].[Na+]. Product: [CH2:1]([NH:8][CH2:9][CH2:10][CH:11]([C:12]1[CH:17]=[CH:16][CH:15]=[CH:14][CH:13]=1)[C:18]1[CH:19]=[CH:20][CH:21]=[CH:22][CH:23]=1)[C:2]1[CH:3]=[CH:4][CH:5]=[CH:6][CH:7]=1. The catalyst class is: 1. (5) Reactant: [C:12]([OH:14])(=O)[C:11]1[CH:15]=[CH:16][CH:17]=[CH:18][C:10]=1[S:9][S:9][C:10]1[CH:18]=[CH:17][CH:16]=[CH:15][C:11]=1[C:12]([OH:14])=O.[Cl:21][C:22]1[CH:27]=[CH:26][C:25]([OH:28])=[CH:24][CH:23]=1. Product: [Cl:21][C:22]1[C:27]2[C:12](=[O:14])[C:11]3[C:10](=[CH:18][CH:17]=[CH:16][CH:15]=3)[S:9][C:26]=2[C:25]([OH:28])=[CH:24][CH:23]=1. The catalyst class is: 65. (6) Reactant: [N:1]1([CH2:7][CH2:8][CH2:9][O:10][C:11]2[CH:16]=[CH:15][C:14]([C:17]3[N:18](S(C)(=O)=O)[C:19]4[C:24]([CH:25]=3)=[CH:23][CH:22]=[CH:21][CH:20]=4)=[CH:13][CH:12]=2)[CH2:6][CH2:5][CH2:4][CH2:3][CH2:2]1.[OH-].[K+]. Product: [N:1]1([CH2:7][CH2:8][CH2:9][O:10][C:11]2[CH:16]=[CH:15][C:14]([C:17]3[NH:18][C:19]4[C:24]([CH:25]=3)=[CH:23][CH:22]=[CH:21][CH:20]=4)=[CH:13][CH:12]=2)[CH2:6][CH2:5][CH2:4][CH2:3][CH2:2]1. The catalyst class is: 5. (7) Reactant: [CH3:1][N:2]([CH3:21])[CH:3]1[CH2:8][CH2:7][C:6]([C:9]2[C:17]3[C:12](=[CH:13][CH:14]=[C:15]([N+:18]([O-])=O)[CH:16]=3)[NH:11][CH:10]=2)=[CH:5][CH2:4]1.O.NN. Product: [CH3:1][N:2]([CH3:21])[CH:3]1[CH2:8][CH2:7][C:6]([C:9]2[C:17]3[C:12](=[CH:13][CH:14]=[C:15]([NH2:18])[CH:16]=3)[NH:11][CH:10]=2)=[CH:5][CH2:4]1. The catalyst class is: 94.